This data is from Full USPTO retrosynthesis dataset with 1.9M reactions from patents (1976-2016). The task is: Predict the reactants needed to synthesize the given product. (1) Given the product [CH2:1]1[N:6]2[CH2:7][CH2:8][N:3]([CH2:4][CH2:5]2)[CH2:2]1.[ClH:9], predict the reactants needed to synthesize it. The reactants are: [CH2:1]1[N:6]2[CH2:7][CH2:8][N:3]([CH2:4][CH2:5]2)[CH2:2]1.[Cl-:9].[Li+]. (2) The reactants are: [NH2:1][C:2]1[N:10]=[CH:9][N:8]=[C:7]2[C:3]=1[N:4]=[CH:5][N:6]2[C@H:11]1[C@@H:15]2[O:16][C:17]([CH3:20])([CH3:19])[O:18][C@@H:14]2[C@@H:13]([CH2:21][S:22][CH2:23][CH2:24][CH2:25][CH2:26][C:27](O)=[O:28])[O:12]1.C1C=CC2N(O)N=NC=2C=1.CCN=C=NCCCN(C)C.[C:51]([C:55]1[CH:56]=[C:57]([NH2:62])[C:58]([NH2:61])=[CH:59][CH:60]=1)([CH3:54])([CH3:53])[CH3:52]. Given the product [NH2:62][C:57]1[CH:56]=[C:55]([C:51]([CH3:53])([CH3:52])[CH3:54])[CH:60]=[CH:59][C:58]=1[NH:61][C:27](=[O:28])[CH2:26][CH2:25][CH2:24][CH2:23][S:22][CH2:21][C@@H:13]1[C@@H:14]2[C@@H:15]([O:16][C:17]([CH3:19])([CH3:20])[O:18]2)[C@H:11]([N:6]2[CH:5]=[N:4][C:3]3[C:7]2=[N:8][CH:9]=[N:10][C:2]=3[NH2:1])[O:12]1, predict the reactants needed to synthesize it. (3) Given the product [CH:1]1([N:7]2[CH2:13][C:12]([CH2:15][CH3:16])([F:14])[C:11](=[O:17])[N:10]([CH3:18])[C:9]3[CH:19]=[N:20][C:21]([NH:23][C:24]4[CH:32]=[CH:31][C:27]([C:28]([NH:66][CH:63]5[CH2:64][CH2:65][N:60]([CH3:59])[CH2:61][CH2:62]5)=[O:30])=[CH:26][C:25]=4[O:33][CH3:34])=[N:22][C:8]2=3)[CH2:6][CH2:5][CH2:4][CH2:3][CH2:2]1, predict the reactants needed to synthesize it. The reactants are: [CH:1]1([N:7]2[CH2:13][C:12]([CH2:15][CH3:16])([F:14])[C:11](=[O:17])[N:10]([CH3:18])[C:9]3[CH:19]=[N:20][C:21]([NH:23][C:24]4[CH:32]=[CH:31][C:27]([C:28]([OH:30])=O)=[CH:26][C:25]=4[O:33][CH3:34])=[N:22][C:8]2=3)[CH2:6][CH2:5][CH2:4][CH2:3][CH2:2]1.CN(C(ON1N=NC2C=CC=NC1=2)=[N+](C)C)C.F[P-](F)(F)(F)(F)F.[CH3:59][N:60]1[CH2:65][CH2:64][CH:63]([NH2:66])[CH2:62][CH2:61]1. (4) Given the product [CH:6]([C:5]1[CH:8]=[CH:9][C:2]([O:1][CH:24]([CH3:25])[C:23]([O:22][CH3:21])=[O:27])=[C:3]([N+:11]([O-:13])=[O:12])[C:4]=1[CH3:10])=[O:7], predict the reactants needed to synthesize it. The reactants are: [OH:1][C:2]1[CH:9]=[CH:8][C:5]([CH:6]=[O:7])=[C:4]([CH3:10])[C:3]=1[N+:11]([O-:13])=[O:12].C1(O)C=CC=CC=1.[CH3:21][O:22][C:23](=[O:27])[CH:24](Br)[CH3:25]. (5) Given the product [F:1][CH:2]([F:42])[C:3]1[N:7]([C:8]2[N:13]=[C:12]([N:14]3[CH2:19][CH2:18][O:17][CH2:16][CH2:15]3)[N:11]=[C:10]([N:20]([CH2:34][CH2:35][CH2:36][N:49]([CH3:50])[CH3:48])[CH:21]3[CH2:26][CH2:25][N:24]([C:27]([O:29][C:30]([CH3:33])([CH3:32])[CH3:31])=[O:28])[CH2:23][CH2:22]3)[N:9]=2)[C:6]2[CH:38]=[CH:39][CH:40]=[CH:41][C:5]=2[N:4]=1, predict the reactants needed to synthesize it. The reactants are: [F:1][CH:2]([F:42])[C:3]1[N:7]([C:8]2[N:13]=[C:12]([N:14]3[CH2:19][CH2:18][O:17][CH2:16][CH2:15]3)[N:11]=[C:10]([N:20]([CH2:34][CH2:35][CH2:36]O)[CH:21]3[CH2:26][CH2:25][N:24]([C:27]([O:29][C:30]([CH3:33])([CH3:32])[CH3:31])=[O:28])[CH2:23][CH2:22]3)[N:9]=2)[C:6]2[CH:38]=[CH:39][CH:40]=[CH:41][C:5]=2[N:4]=1.CS(Cl)(=O)=O.[CH3:48][NH:49][CH3:50]. (6) Given the product [N:3]1([C:8]2[N:9]=[C:10]([N:22]3[CH2:23][CH2:24][O:25][CH2:26][CH2:27]3)[C:11]3[N:17]=[C:16]([CH2:18][OH:19])[CH:15]=[CH:14][C:12]=3[N:13]=2)[CH:7]=[CH:6][N:5]=[CH:4]1, predict the reactants needed to synthesize it. The reactants are: [BH4-].[Li+].[N:3]1([C:8]2[N:9]=[C:10]([N:22]3[CH2:27][CH2:26][O:25][CH2:24][CH2:23]3)[C:11]3[N:17]=[C:16]([C:18](OC)=[O:19])[CH:15]=[CH:14][C:12]=3[N:13]=2)[CH:7]=[CH:6][N:5]=[CH:4]1.